This data is from Forward reaction prediction with 1.9M reactions from USPTO patents (1976-2016). The task is: Predict the product of the given reaction. (1) Given the reactants [CH3:1][N:2]=[C:3]=[S:4].[CH3:5][C:6]1[N:7]=[CH:8][C:9]([C:12]([NH:14][NH2:15])=O)=[N:10][CH:11]=1.[OH-].[Na+].I[CH3:19], predict the reaction product. The product is: [CH3:5][C:6]1[CH:11]=[N:10][C:9]([C:12]2[N:2]([CH3:1])[C:3]([S:4][CH3:19])=[N:15][N:14]=2)=[CH:8][N:7]=1. (2) The product is: [F:21][C:22]1[CH:27]=[C:26]([CH:25]=[CH:24][C:23]=1[C:2]1[CH:3]=[C:4]2[C:9](=[CH:10][CH:11]=1)[C:8](=[O:12])[N:7]([CH2:13][CH2:14][N:15]1[CH2:19][CH2:18][CH2:17][C@H:16]1[CH3:20])[CH2:6][CH2:5]2)[C:28]([O:30][CH3:31])=[O:29]. Given the reactants Br[C:2]1[CH:3]=[C:4]2[C:9](=[CH:10][CH:11]=1)[C:8](=[O:12])[N:7]([CH2:13][CH2:14][N:15]1[CH2:19][CH2:18][CH2:17][C@H:16]1[CH3:20])[CH2:6][CH2:5]2.[F:21][C:22]1[CH:27]=[C:26]([C:28]([O:30][CH3:31])=[O:29])[CH:25]=[CH:24][C:23]=1B(O)O, predict the reaction product. (3) Given the reactants N#N.[F:3][CH:4]([CH3:17])[CH2:5][CH2:6][CH2:7][CH2:8][N:9]1[CH:13]=[C:12]([N+:14]([O-])=O)[CH:11]=[N:10]1.[NH4+].[Cl-], predict the reaction product. The product is: [F:3][CH:4]([CH3:17])[CH2:5][CH2:6][CH2:7][CH2:8][N:9]1[CH:13]=[C:12]([NH2:14])[CH:11]=[N:10]1. (4) Given the reactants [Si]([O:8][CH2:9][CH2:10][C:11]1[C:12]([F:19])=[C:13]([CH:16]=[CH:17][CH:18]=1)[CH:14]=O)(C(C)(C)C)(C)C.FC(F)(F)C(O)=O.FC(F)(F)C([N:31]1[CH2:36][C:35]2([CH2:41][CH2:40][NH:39][CH2:38][CH2:37]2)[O:34][CH2:33][CH2:32]1)=O.C(O[BH-](OC(=O)C)OC(=O)C)(=O)C.[Na+].CCCC[N+](CCCC)(CCCC)CCCC.[F-].N, predict the reaction product. The product is: [O:34]1[C:35]2([CH2:41][CH2:40][N:39]([CH2:14][C:13]3[C:12]([F:19])=[C:11]([CH2:10][CH2:9][OH:8])[CH:18]=[CH:17][CH:16]=3)[CH2:38][CH2:37]2)[CH2:36][NH:31][CH2:32][CH2:33]1. (5) Given the reactants [Cl:1][C:2]1[CH:3]=[C:4]([C:8]2(O)[CH2:11][C:10]3([CH2:16][CH2:15][N:14](C(OC(C)(C)C)=O)[CH2:13][CH2:12]3)[CH2:9]2)[CH:5]=[CH:6][CH:7]=1.[F:25]C1(C2C=CC=C(OC(F)(F)F)C=2)CC2(CCNCC2)C1, predict the reaction product. The product is: [ClH:1].[Cl:1][C:2]1[CH:3]=[C:4]([C:8]2([F:25])[CH2:11][C:10]3([CH2:16][CH2:15][NH:14][CH2:13][CH2:12]3)[CH2:9]2)[CH:5]=[CH:6][CH:7]=1.